This data is from Forward reaction prediction with 1.9M reactions from USPTO patents (1976-2016). The task is: Predict the product of the given reaction. (1) Given the reactants [C:1]1([C:6]([F:13])([F:12])[C:7]([O:9][CH2:10][CH3:11])=[O:8])[CH2:5][CH2:4][CH2:3][CH:2]=1, predict the reaction product. The product is: [CH:1]1([C:6]([F:12])([F:13])[C:7]([O:9][CH2:10][CH3:11])=[O:8])[CH2:2][CH2:3][CH2:4][CH2:5]1. (2) Given the reactants [CH3:1][O:2][C:3]1[CH:24]=[CH:23][CH:22]=[CH:21][C:4]=1[CH2:5][N:6]1[CH:10]=[C:9]([C:11]2[CH:16]=[CH:15][CH:14]=[C:13]([N+:17]([O-])=O)[CH:12]=2)[N:8]=[C:7]1[NH2:20].C(#N)C.NN.C(OC(=O)C)C, predict the reaction product. The product is: [NH2:17][C:13]1[CH:12]=[C:11]([C:9]2[N:8]=[C:7]([NH2:20])[N:6]([CH2:5][C:4]3[CH:21]=[CH:22][CH:23]=[CH:24][C:3]=3[O:2][CH3:1])[CH:10]=2)[CH:16]=[CH:15][CH:14]=1. (3) Given the reactants Cl[C:2]1[CH:19]=[C:6]2[C:7]3[C:12]([CH2:13][CH2:14][N:5]2[C:4](=[O:20])N=1)=[CH:11][C:10]([O:15][CH3:16])=[C:9]([O:17][CH3:18])[CH:8]=3.[C:21]1([CH3:28])[C:26]([OH:27])=[CH:25][CH:24]=[CH:23][CH:22]=1.[C:29](=O)([O-])[O-].[K+].[K+], predict the reaction product. The product is: [CH3:16][O:15][C:10]1[CH:11]=[C:12]2[C:7](=[CH:8][C:9]=1[O:17][CH3:18])[C:6]1=[CH:19][C:2]([O:27][C:26]3[CH:25]=[CH:24][CH:23]=[CH:22][C:21]=3[CH3:28])=[CH:29][C:4](=[O:20])[N:5]1[CH2:14][CH2:13]2. (4) Given the reactants [CH3:1][P:2](=[O:7])([O:5][CH3:6])[O:3][CH3:4].[Li]CCCC.[CH3:13][CH:14]([CH2:19][C:20]#[C:21][CH3:22])[C:15](OC)=[O:16], predict the reaction product. The product is: [CH3:4][O:3][P:2]([CH2:1][C:15](=[O:16])[CH:14]([CH3:13])[CH2:19][C:20]#[C:21][CH3:22])(=[O:7])[O:5][CH3:6]. (5) Given the reactants [Cl:1][C:2]1[CH:3]=[C:4]([CH:18]=[C:19]([Cl:21])[CH:20]=1)[CH2:5][C:6]1[C:7]([CH2:16][CH3:17])=[N:8][N:9]([CH2:13][CH2:14][NH2:15])[C:10]=1[CH2:11][CH3:12].[C:22](O)(=[O:29])[C:23]1[CH:28]=[CH:27][CH:26]=[CH:25][CH:24]=1.Cl.CN(C)CCCN=C=NCC, predict the reaction product. The product is: [Cl:1][C:2]1[CH:3]=[C:4]([CH:18]=[C:19]([Cl:21])[CH:20]=1)[CH2:5][C:6]1[C:7]([CH2:16][CH3:17])=[N:8][N:9]([CH2:13][CH2:14][NH:15][C:22](=[O:29])[C:23]2[CH:28]=[CH:27][CH:26]=[CH:25][CH:24]=2)[C:10]=1[CH2:11][CH3:12]. (6) Given the reactants [CH2:1]([O:4][C:5]1([CH3:38])[CH2:10][CH2:9][N:8]([C:11]2[N:16]3[CH:17]=[C:18]([C:20]4[CH:25]=[CH:24][CH:23]=[C:22](Br)[CH:21]=4)[N:19]=[C:15]3[CH:14]=[C:13]([CH3:27])[C:12]=2[C@H:28]([O:33][C:34]([CH3:37])([CH3:36])[CH3:35])[C:29]([O:31][CH3:32])=[O:30])[CH2:7][CH2:6]1)[CH:2]=[CH2:3].C([Sn](CCCC)(CCCC)[C:44]1[C:49]([O:50][C@H:51]([CH2:53][CH:54]=[CH2:55])[CH3:52])=[CH:48][C:47]([F:56])=[CH:46][C:45]=1[F:57])CCC.[F-].[Cs+].[SnH4], predict the reaction product. The product is: [CH2:1]([O:4][C:5]1([CH3:38])[CH2:10][CH2:9][N:8]([C:11]2[N:16]3[CH:17]=[C:18]([C:20]4[CH:21]=[C:22]([C:48]5[C:49]([O:50][C@H:51]([CH2:53][CH:54]=[CH2:55])[CH3:52])=[CH:44][C:45]([F:57])=[CH:46][C:47]=5[F:56])[CH:23]=[CH:24][CH:25]=4)[N:19]=[C:15]3[CH:14]=[C:13]([CH3:27])[C:12]=2[C@H:28]([O:33][C:34]([CH3:37])([CH3:36])[CH3:35])[C:29]([O:31][CH3:32])=[O:30])[CH2:7][CH2:6]1)[CH:2]=[CH2:3]. (7) Given the reactants [F:1][C:2]1[CH:7]=[CH:6][CH:5]=[CH:4][C:3]=1[CH:8]1[O:12][C:11](=[O:13])[C:10]([C:14]2[C:19]([F:20])=[CH:18][C:17]([F:21])=[CH:16][C:15]=2[F:22])=[C:9]1[C:23]1[CH:24]=[N:25][CH:26]=[C:27]([O:29][CH3:30])[CH:28]=1.C.C(OCC)(=[O:34])C, predict the reaction product. The product is: [F:1][C:2]1[CH:7]=[CH:6][CH:5]=[CH:4][C:3]=1[C:8]1([OH:34])[O:12][C:11](=[O:13])[C:10]([C:14]2[C:19]([F:20])=[CH:18][C:17]([F:21])=[CH:16][C:15]=2[F:22])=[C:9]1[C:23]1[CH:24]=[N:25][CH:26]=[C:27]([O:29][CH3:30])[CH:28]=1.